From a dataset of Catalyst prediction with 721,799 reactions and 888 catalyst types from USPTO. Predict which catalyst facilitates the given reaction. (1) Reactant: [CH2:1]([N:8]([CH2:18][C:19]1[CH:24]=[CH:23][CH:22]=[CH:21][CH:20]=1)[CH:9]([CH2:13][O:14][CH:15]([F:17])[F:16])[C:10](O)=[O:11])[C:2]1[CH:7]=[CH:6][CH:5]=[CH:4][CH:3]=1.C(N(CC)CC)C.ClC(OCC(C)C)=O.[F:40][C:41]1[CH:48]=[CH:47][C:44]([CH2:45][NH2:46])=[CH:43][CH:42]=1. Product: [CH2:1]([N:8]([CH2:18][C:19]1[CH:20]=[CH:21][CH:22]=[CH:23][CH:24]=1)[CH:9]([CH2:13][O:14][CH:15]([F:16])[F:17])[C:10]([NH:46][CH2:45][C:44]1[CH:47]=[CH:48][C:41]([F:40])=[CH:42][CH:43]=1)=[O:11])[C:2]1[CH:3]=[CH:4][CH:5]=[CH:6][CH:7]=1. The catalyst class is: 56. (2) Reactant: [NH2:1][CH:2]([C:4]1[N:5]=[C:6]2[S:21][CH:20]=[CH:19][N:7]2[C:8](=[O:18])[C:9]=1[C:10]1[CH:15]=[C:14]([F:16])[CH:13]=[C:12]([F:17])[CH:11]=1)[CH3:3].[NH2:22][C:23]1[N:31]=[C:30]2[C:26]([NH:27][CH:28]=[N:29]2)=[C:25](Br)[N:24]=1.C(N(CC)C(C)C)(C)C. Product: [NH2:22][C:23]1[N:31]=[C:30]2[C:26]([N:27]=[CH:28][NH:29]2)=[C:25]([NH:1][CH:2]([C:4]2[N:5]=[C:6]3[S:21][CH:20]=[CH:19][N:7]3[C:8](=[O:18])[C:9]=2[C:10]2[CH:15]=[C:14]([F:16])[CH:13]=[C:12]([F:17])[CH:11]=2)[CH3:3])[N:24]=1. The catalyst class is: 8. (3) The catalyst class is: 867. Reactant: [N+:1]([C:4]1[CH:5]=[C:6]2[C:11](=[CH:12][CH:13]=1)[N:10]=[C:9]([OH:14])[CH:8]=[CH:7]2)([O-])=O. Product: [NH2:1][C:4]1[CH:5]=[C:6]2[C:11](=[CH:12][CH:13]=1)[NH:10][C:9](=[O:14])[CH:8]=[CH:7]2.